Dataset: Kir2.1 potassium channel HTS with 301,493 compounds. Task: Binary Classification. Given a drug SMILES string, predict its activity (active/inactive) in a high-throughput screening assay against a specified biological target. (1) The drug is S(c1n(C2CC(OCC2)(C)C)c(=O)c2c(n1)cccc2)CC. The result is 0 (inactive). (2) The drug is OCCC1N(CCN(C1)Cc1c(O)c(OCC)ccc1)CCCc1ccccc1. The result is 0 (inactive). (3) The drug is Fc1c(N2CCN(CC2)C(=O)Nc2c(OC)cccc2)cccc1. The result is 0 (inactive). (4) The compound is s1c(C2=NN(C(C2)c2c(OC)cccc2)C(=O)CCC(O)=O)ccc1. The result is 0 (inactive).